From a dataset of Retrosynthesis with 50K atom-mapped reactions and 10 reaction types from USPTO. Predict the reactants needed to synthesize the given product. (1) Given the product COCC(=O)Nc1nc2ccc(C)cc2s1, predict the reactants needed to synthesize it. The reactants are: COCC(=O)Cl.Cc1ccc2nc(N)sc2c1. (2) Given the product CC1(C)C(C=C(Cl)Cl)C1C(=O)OCc1ccccc1OC(F)F, predict the reactants needed to synthesize it. The reactants are: CC1(C)C(C=C(Cl)Cl)C1C(=O)O.OCc1ccccc1OC(F)F. (3) Given the product CCCCCCN(Cc1ccc(F)c(C(=O)OC)c1)S(=O)(=O)c1ccc(Br)cc1, predict the reactants needed to synthesize it. The reactants are: CCCCCCNCc1ccc(F)c(C(=O)OC)c1.O=S(=O)(Cl)c1ccc(Br)cc1. (4) Given the product Cn1c(N2CCN(CCCOc3ccc(N)cc3)CC2)cc(=O)n(C)c1=O, predict the reactants needed to synthesize it. The reactants are: Cn1c(N2CCN(CCCOc3ccc([N+](=O)[O-])cc3)CC2)cc(=O)n(C)c1=O.